The task is: Regression/Classification. Given a drug SMILES string, predict its absorption, distribution, metabolism, or excretion properties. Task type varies by dataset: regression for continuous measurements (e.g., permeability, clearance, half-life) or binary classification for categorical outcomes (e.g., BBB penetration, CYP inhibition). Dataset: pampa_ncats.. This data is from PAMPA (Parallel Artificial Membrane Permeability Assay) permeability data from NCATS. The compound is CC(C)C1=NC2=C(CCN(CC2)CC3=CC=C(C=C3)NC(=O)C)C(=N1)C4=CC=C(C=C4)Cl. The result is 1 (high permeability).